From a dataset of Forward reaction prediction with 1.9M reactions from USPTO patents (1976-2016). Predict the product of the given reaction. (1) Given the reactants F[C:2]1[CH:9]=[CH:8][C:5]([CH:6]=[O:7])=[CH:4][CH:3]=1.[Cl:10][C:11]1[CH:16]=[CH:15][CH:14]=[CH:13][C:12]=1[OH:17].C(=O)([O-])[O-:19].[K+].[K+].CC(=CC)C.P([O-])(O)(O)=O.[K+].Cl[O-].[Na+], predict the reaction product. The product is: [Cl:10][C:11]1[CH:16]=[CH:15][CH:14]=[CH:13][C:12]=1[O:17][C:2]1[CH:9]=[CH:8][C:5]([C:6]([OH:19])=[O:7])=[CH:4][CH:3]=1. (2) Given the reactants [OH:1][C:2]1[C:10](=[O:11])[C:9]2[CH:12]=[CH:13][CH:14]=[CH:15][C:8]=2[C:7]2[C:3]=1[C:4]([CH3:18])([CH3:17])[C:5](=[O:16])[N:6]=2.[BH4-].[Na+].[CH3:21][C:22](OC(C)=O)=[O:23].[CH3:28][CH:29]([OH:31])C, predict the reaction product. The product is: [C:22]([O:11][C:10]1[C:2]([O:1][C:29](=[O:31])[CH3:28])=[C:3]2[C:7](=[C:8]3[CH:15]=[CH:14][CH:13]=[CH:12][C:9]=13)[NH:6][C:5](=[O:16])[C:4]2([CH3:18])[CH3:17])(=[O:23])[CH3:21]. (3) The product is: [CH:40]1([N:37]([CH2:38][CH3:39])[C:34]2[N:33]=[CH:32][C:31]([CH2:30][N:22]([C:23]3[CH:24]=[CH:25][C:26]([F:29])=[CH:27][CH:28]=3)[C:21]([CH:20]3[CH2:19][C:18]4[C:13](=[CH:14][CH:15]=[CH:16][CH:17]=4)[CH2:12][NH:11]3)=[O:43])=[CH:36][CH:35]=2)[CH2:42][CH2:41]1. Given the reactants C(OC([N:11]1[CH:20]([C:21](=[O:43])[N:22]([CH2:30][C:31]2[CH:32]=[N:33][C:34]([N:37]([CH:40]3[CH2:42][CH2:41]3)[CH2:38][CH3:39])=[CH:35][CH:36]=2)[C:23]2[CH:28]=[CH:27][C:26]([F:29])=[CH:25][CH:24]=2)[CH2:19][C:18]2[C:13](=[CH:14][CH:15]=[CH:16][CH:17]=2)[CH2:12]1)=O)C1C=CC=CC=1.[H][H], predict the reaction product. (4) Given the reactants [CH2:1]([O:8][C:9]1[CH:17]=[CH:16][CH:15]=[C:14]([F:18])[C:10]=1C(O)=O)[C:2]1[CH:7]=[CH:6][CH:5]=[CH:4][CH:3]=1.C([N:21]([CH2:24]C)CC)C.C1C=CC(P(N=[N+]=[N-])(C2C=CC=CC=2)=[O:33])=CC=1.O.[C:44]([OH:48])([CH3:47])([CH3:46])[CH3:45].C1(C)C=CC=CC=1, predict the reaction product. The product is: [C:44]([O:48][C:24](=[O:33])[NH:21][C:10]1[C:14]([F:18])=[CH:15][CH:16]=[CH:17][C:9]=1[O:8][CH2:1][C:2]1[CH:3]=[CH:4][CH:5]=[CH:6][CH:7]=1)([CH3:47])([CH3:46])[CH3:45]. (5) Given the reactants [Cl-].[CH2:2]([O:4][C:5](=[O:35])[CH2:6][O:7][C:8]1[CH:33]=[CH:32][C:11]([CH2:12][P+](C2C=CC=CC=2)(C2C=CC=CC=2)C2C=CC=CC=2)=[CH:10][C:9]=1[CH3:34])[CH3:3].[H-].[Na+].[Br:38][C:39]1[CH:40]=[C:41]([CH:44]=[CH:45][CH:46]=1)[CH:42]=O, predict the reaction product. The product is: [Br:38][C:39]1[CH:40]=[C:41]([CH:42]=[CH:12][C:11]2[CH:32]=[CH:33][C:8]([O:7][CH2:6][C:5]([O:4][CH2:2][CH3:3])=[O:35])=[C:9]([CH3:34])[CH:10]=2)[CH:44]=[CH:45][CH:46]=1.